From a dataset of Reaction yield outcomes from USPTO patents with 853,638 reactions. Predict the reaction yield, written as a fraction of the theoretical maximum amount of product (1.0 means a 100% yield; for example, 0.34 means a 34% yield). The reactants are Cl.[CH:2]12[NH:8][CH:5]([CH2:6][CH2:7]1)[CH2:4][CH2:3]2.F[C:10]1[CH:15]=[CH:14][C:13]([N+:16]([O-:18])=[O:17])=[C:12]([C:19]([F:22])([F:21])[F:20])[CH:11]=1.C(N(CC)CC)C. The catalyst is C(#N)C. The product is [N+:16]([C:13]1[CH:14]=[CH:15][C:10]([N:8]2[CH:5]3[CH2:6][CH2:7][CH:2]2[CH2:3][CH2:4]3)=[CH:11][C:12]=1[C:19]([F:20])([F:21])[F:22])([O-:18])=[O:17]. The yield is 0.880.